Task: Predict which catalyst facilitates the given reaction.. Dataset: Catalyst prediction with 721,799 reactions and 888 catalyst types from USPTO Reactant: Br[C:2]1[CH:13]=[CH:12][C:5]([CH2:6][N:7]2[CH2:11][CH2:10][CH2:9][CH2:8]2)=[CH:4][CH:3]=1.[CH2:14]([OH:17])[C:15]#[CH:16].C(NC(C)C)(C)C. Product: [N:7]1([CH2:6][C:5]2[CH:12]=[CH:13][C:2]([C:16]#[C:15][CH2:14][OH:17])=[CH:3][CH:4]=2)[CH2:11][CH2:10][CH2:9][CH2:8]1. The catalyst class is: 10.